This data is from Reaction yield outcomes from USPTO patents with 853,638 reactions. The task is: Predict the reaction yield, written as a fraction of the theoretical maximum amount of product (1.0 means a 100% yield; for example, 0.34 means a 34% yield). The reactants are C([O:4][CH2:5][C:6]1[C:11]([C:12]2[CH:17]=[C:16]([NH:18][C:19]3[CH:24]=[CH:23][C:22]([C:25]([N:27]4[CH2:32][CH2:31][O:30][CH2:29][CH2:28]4)=[O:26])=[CH:21][N:20]=3)[N:15]=[CH:14][N:13]=2)=[CH:10][CH:9]=[CH:8][C:7]=1[N:33]1[N:42]=[CH:41][C:40]2[C:35](=[C:36]([F:47])[CH:37]=[C:38]([C:43]([CH3:46])([CH3:45])[CH3:44])[CH:39]=2)[C:34]1=[O:48])(=O)C.[OH-].[Na+].C(OCC)(=O)C.O. The catalyst is O1CCOCC1. The product is [C:43]([C:38]1[CH:39]=[C:40]2[C:35](=[C:36]([F:47])[CH:37]=1)[C:34](=[O:48])[N:33]([C:7]1[CH:8]=[CH:9][CH:10]=[C:11]([C:12]3[CH:17]=[C:16]([NH:18][C:19]4[CH:24]=[CH:23][C:22]([C:25]([N:27]5[CH2:28][CH2:29][O:30][CH2:31][CH2:32]5)=[O:26])=[CH:21][N:20]=4)[N:15]=[CH:14][N:13]=3)[C:6]=1[CH2:5][OH:4])[N:42]=[CH:41]2)([CH3:46])([CH3:44])[CH3:45]. The yield is 0.360.